Dataset: CYP3A4 inhibition data for predicting drug metabolism from PubChem BioAssay. Task: Regression/Classification. Given a drug SMILES string, predict its absorption, distribution, metabolism, or excretion properties. Task type varies by dataset: regression for continuous measurements (e.g., permeability, clearance, half-life) or binary classification for categorical outcomes (e.g., BBB penetration, CYP inhibition). Dataset: cyp3a4_veith. The drug is N[C@@]1(C(=O)O)CN[C@H](C(=O)O)C1. The result is 0 (non-inhibitor).